The task is: Predict the reactants needed to synthesize the given product.. This data is from Full USPTO retrosynthesis dataset with 1.9M reactions from patents (1976-2016). (1) Given the product [CH2:1]=[C:2]1[CH2:5][CH:4]([C:6]([O:8][CH2:27][C:21]2[CH:26]=[CH:25][CH:24]=[CH:23][CH:22]=2)=[O:7])[CH2:3]1, predict the reactants needed to synthesize it. The reactants are: [CH2:1]=[C:2]1[CH2:5][CH:4]([C:6]([OH:8])=[O:7])[CH2:3]1.C1N=CN(C(N2C=NC=C2)=O)C=1.[C:21]1([CH2:27]O)[CH:26]=[CH:25][CH:24]=[CH:23][CH:22]=1. (2) Given the product [C:29]([C:31]1[CH:32]=[C:33]([CH:36]=[CH:37][CH:38]=1)[CH2:34][N:26]1[CH2:27][CH2:28][N:23]([C:20]2[CH:19]=[CH:18][C:17]([NH:16][C:14]([C:9]3[CH2:10][CH2:11][CH2:12][CH2:13][C:8]=3[C:5]3[CH:4]=[CH:3][C:2]([CH3:1])=[CH:7][CH:6]=3)=[O:15])=[CH:22][CH:21]=2)[CH2:24][CH2:25]1)#[N:30], predict the reactants needed to synthesize it. The reactants are: [CH3:1][C:2]1[CH:7]=[CH:6][C:5]([C:8]2[CH2:13][CH2:12][CH2:11][CH2:10][C:9]=2[C:14]([NH:16][C:17]2[CH:22]=[CH:21][C:20]([N:23]3[CH2:28][CH2:27][NH:26][CH2:25][CH2:24]3)=[CH:19][CH:18]=2)=[O:15])=[CH:4][CH:3]=1.[C:29]([C:31]1[CH:32]=[C:33]([CH:36]=[CH:37][CH:38]=1)[CH:34]=O)#[N:30].C(O[BH-](OC(=O)C)OC(=O)C)(=O)C.[Na+].C(=O)([O-])[O-].[K+].[K+]. (3) Given the product [N:26]1([C:2]2[CH:3]=[C:4]3[C:10]([NH:11][C:12]([C:14]4[CH:15]=[N:16][N:17]([CH2:19][C:20]5[CH:25]=[CH:24][CH:23]=[CH:22][CH:21]=5)[CH:18]=4)=[O:13])=[CH:9][NH:8][C:5]3=[N:6][CH:7]=2)[CH2:31][CH2:30][CH2:29][CH2:28][CH2:27]1, predict the reactants needed to synthesize it. The reactants are: Br[C:2]1[CH:3]=[C:4]2[C:10]([NH:11][C:12]([C:14]3[CH:15]=[N:16][N:17]([CH2:19][C:20]4[CH:25]=[CH:24][CH:23]=[CH:22][CH:21]=4)[CH:18]=3)=[O:13])=[CH:9][NH:8][C:5]2=[N:6][CH:7]=1.[NH:26]1[CH2:31][CH2:30][CH2:29][CH2:28][CH2:27]1.C1(P(C2CCCCC2)C2C=CC=CC=2C2C(OC(C)C)=CC=CC=2OC(C)C)CCCCC1.C[Si]([N-][Si](C)(C)C)(C)C.[Li+].C1COCC1. (4) Given the product [CH3:6][C:7]1[CH:12]=[CH:11][C:10](/[C:13](/[C:22]2[CH:27]=[CH:26][CH:25]=[CH:24][N:23]=2)=[CH:14]\[CH2:15][N:16]2[CH2:17][CH2:18][CH2:19][CH2:20]2)=[CH:9][CH:8]=1, predict the reactants needed to synthesize it. The reactants are: OS(O)(=O)=O.[CH3:6][C:7]1[CH:12]=[CH:11][C:10]([C:13]([C:22]2[CH:27]=[CH:26][CH:25]=[CH:24][N:23]=2)(O)[CH2:14][CH2:15][N:16]2[CH2:20][CH2:19][CH2:18][CH2:17]2)=[CH:9][CH:8]=1.[OH-].[Na+]. (5) The reactants are: [OH:1][CH2:2][C:3]1[C:12]2[C:7](=[CH:8][CH:9]=[CH:10][CH:11]=2)[C:6]([C:13]([O:15]C)=[O:14])=[CH:5][CH:4]=1.[OH-].[Na+].Cl. Given the product [OH:1][CH2:2][C:3]1[C:12]2[C:7](=[CH:8][CH:9]=[CH:10][CH:11]=2)[C:6]([C:13]([OH:15])=[O:14])=[CH:5][CH:4]=1, predict the reactants needed to synthesize it.